Dataset: Catalyst prediction with 721,799 reactions and 888 catalyst types from USPTO. Task: Predict which catalyst facilitates the given reaction. (1) Reactant: [NH2:1][C:2]1[CH:3]=[C:4]([OH:8])[CH:5]=[CH:6][CH:7]=1.[CH:9](=O)[C:10]1[CH:15]=[CH:14][CH:13]=[CH:12][CH:11]=1.C(O)(=O)C.C([BH3-])#N.[Na+]. Product: [CH2:9]([NH:1][C:2]1[CH:3]=[C:4]([OH:8])[CH:5]=[CH:6][CH:7]=1)[C:10]1[CH:15]=[CH:14][CH:13]=[CH:12][CH:11]=1. The catalyst class is: 5. (2) Reactant: [Cl:1][C:2]1[CH:3]=[C:4]([C:8]2[N:9]([CH2:29][C:30](=[O:35])[NH:31][CH:32]([CH3:34])[CH3:33])[C:10](=[O:28])[C:11]3[C:16]([CH:17]=2)=[CH:15][CH:14]=[C:13]([O:18][CH2:19][C@@H:20]([CH3:27])[CH2:21]OS(C)(=O)=O)[CH:12]=3)[CH:5]=[CH:6][CH:7]=1.C([O-])([O-])=O.[K+].[K+].[NH:42]1[CH2:46][CH2:45][CH2:44][CH2:43]1.O. Product: [NH4+:9].[OH-:18].[Cl:1][C:2]1[CH:3]=[C:4]([C:8]2[N:9]([CH2:29][C:30]([NH:31][CH:32]([CH3:34])[CH3:33])=[O:35])[C:10](=[O:28])[C:11]3[C:16]([CH:17]=2)=[CH:15][CH:14]=[C:13]([O:18][CH2:19][C@@H:20]([CH3:27])[CH2:21][N:42]2[CH2:46][CH2:45][CH2:44][CH2:43]2)[CH:12]=3)[CH:5]=[CH:6][CH:7]=1. The catalyst class is: 291.